Predict the product of the given reaction. From a dataset of Forward reaction prediction with 1.9M reactions from USPTO patents (1976-2016). (1) Given the reactants [OH-].[Li+].[F:3][C:4]([F:27])([F:26])[C:5]1[N:10]=[CH:9][C:8]([O:11][C:12]2[CH:13]=[C:14]3[C:19](=[CH:20][CH:21]=2)[N:18]=[C:17]([C:22]([O:24]C)=[O:23])[CH:16]=[CH:15]3)=[CH:7][CH:6]=1.O1CCCC1.Cl, predict the reaction product. The product is: [F:27][C:4]([F:3])([F:26])[C:5]1[N:10]=[CH:9][C:8]([O:11][C:12]2[CH:13]=[C:14]3[C:19](=[CH:20][CH:21]=2)[N:18]=[C:17]([C:22]([OH:24])=[O:23])[CH:16]=[CH:15]3)=[CH:7][CH:6]=1. (2) Given the reactants CS(O)(=O)=O.O=P12OP3(OP(OP(O3)(O1)=O)(=O)O2)=O.[F:20][C:21]1[CH:22]=[C:23]([NH:27][CH:28]2[CH2:32][CH2:31][CH2:30][CH:29]2[C:33]([OH:35])=O)[CH:24]=[CH:25][CH:26]=1, predict the reaction product. The product is: [F:20][C:21]1[CH:26]=[CH:25][C:24]2[C:33](=[O:35])[C@H:29]3[CH2:30][CH2:31][CH2:32][C@H:28]3[NH:27][C:23]=2[CH:22]=1. (3) Given the reactants C[N:2]1C(C)=C[CH:4]=[C:3]1[C:8]([O:10][CH2:11]C)=O.ClS(O)(=O)=O.Cl[S:19]([C:22]1[CH:23]=[C:24]([C:29]([O:31][CH2:32][CH3:33])=[O:30])[N:25]([CH3:28])[C:26]=1[CH3:27])(=[O:21])=[O:20].CCN(C(C)C)C(C)C.CC1(N)COC1, predict the reaction product. The product is: [CH3:28][N:25]1[C:26]([CH3:27])=[C:22]([S:19](=[O:21])(=[O:20])[NH:2][C:3]2([CH3:4])[CH2:11][O:10][CH2:8]2)[CH:23]=[C:24]1[C:29]([O:31][CH2:32][CH3:33])=[O:30]. (4) The product is: [CH2:26]([N:11]([C:9]([O:8][CH2:1][C:2]1[CH:3]=[CH:4][CH:5]=[CH:6][CH:7]=1)=[O:10])[CH2:12][C:13]([N:37]1[CH2:40][CH2:39][CH2:38][C@H:36]1[C:35]([OH:34])=[O:41])=[O:15])[C:16]1[CH:21]=[CH:20][CH:19]=[CH:18][CH:17]=1. Given the reactants [CH2:1]([O:8][C:9]([NH:11][CH2:12][C:13]([OH:15])=O)=[O:10])[C:2]1[CH:7]=[CH:6][CH:5]=[CH:4][CH:3]=1.[C:16]1([CH3:26])[CH:21]=[CH:20][C:19](S(O)(=O)=O)=[CH:18][CH:17]=1.C([O:34][C:35](=[O:41])[C@H:36]([CH2:38][CH2:39][CH3:40])[NH2:37])C1C=CC=CC=1.C1(N=C=NC2CCCCC2)CCCCC1, predict the reaction product. (5) Given the reactants [NH2:1][C:2]1[C:3]([C:11]#[N:12])=[N:4][C:5]([Cl:10])=[CH:6][C:7]=1[NH:8][CH3:9].[CH2:13](Cl)Cl, predict the reaction product. The product is: [Cl:10][C:5]1[N:4]=[C:3]([C:11]#[N:12])[C:2]2[N:1]=[CH:9][N:8]([CH3:13])[C:7]=2[CH:6]=1. (6) The product is: [CH2:1]([O:8][C:9]1[C:14]([CH3:15])=[CH:13][C:12]([NH2:16])=[N:11][C:10]=1[CH2:23][CH2:24][CH2:25][CH2:26][CH2:27][CH2:28][CH2:29][CH2:30][CH2:31][CH2:32][O:33][CH2:34][O:35][CH3:36])[C:2]1[CH:3]=[CH:4][CH:5]=[CH:6][CH:7]=1. Given the reactants [CH2:1]([O:8][C:9]1[C:10]([CH2:23][CH2:24][CH2:25][CH2:26][CH2:27][CH2:28][CH2:29][CH2:30][CH2:31][CH2:32][O:33][CH2:34][O:35][CH3:36])=[N:11][C:12]([N:16]2C(C)=CC=C2C)=[CH:13][C:14]=1[CH3:15])[C:2]1[CH:7]=[CH:6][CH:5]=[CH:4][CH:3]=1.Cl.NO.[OH-].[K+].O, predict the reaction product. (7) Given the reactants [Cl:1][C:2]1[C:3]([F:9])=[C:4]([CH:6]=[CH:7][CH:8]=1)[NH2:5].[CH2:10]([O:12][CH:13](OCC)OCC)[CH3:11], predict the reaction product. The product is: [CH2:10]([O:12][CH:13]=[N:5][C:4]1[CH:6]=[CH:7][CH:8]=[C:2]([Cl:1])[C:3]=1[F:9])[CH3:11].